Task: Predict the product of the given reaction.. Dataset: Forward reaction prediction with 1.9M reactions from USPTO patents (1976-2016) (1) Given the reactants [CH:1]1([CH2:4][NH:5][N:6]2[C:15]3[C:10](=[CH:11][CH:12]=[CH:13][CH:14]=3)[C:9]([OH:16])=[C:8]([C:17]3[NH:22][C:21]4[CH:23]=[CH:24][C:25]([OH:30])=[C:26]([N+:27]([O-])=O)[C:20]=4[S:19](=[O:32])(=[O:31])[N:18]=3)[C:7]2=[O:33])[CH2:3][CH2:2]1.[Cl-].[NH4+], predict the reaction product. The product is: [NH2:27][C:26]1[C:20]2[S:19](=[O:31])(=[O:32])[N:18]=[C:17]([C:8]3[C:7](=[O:33])[N:6]([NH:5][CH2:4][CH:1]4[CH2:2][CH2:3]4)[C:15]4[C:10]([C:9]=3[OH:16])=[CH:11][CH:12]=[CH:13][CH:14]=4)[NH:22][C:21]=2[CH:23]=[CH:24][C:25]=1[OH:30]. (2) Given the reactants [Cl:1][C:2]1[CH:3]=[C:4]([CH:8]([NH:11][C:12]([C:14]2([NH:17][C:18]3[C:23]([Cl:24])=[CH:22][N:21]=[C:20](Cl)[N:19]=3)[CH2:16][CH2:15]2)=[O:13])[CH2:9][OH:10])[CH:5]=[CH:6][CH:7]=1.[NH2:26][C@@H:27]([CH3:30])[CH2:28][OH:29], predict the reaction product. The product is: [Cl:1][C:2]1[CH:3]=[C:4]([CH:8]([NH:11][C:12]([C:14]2([NH:17][C:18]3[C:23]([Cl:24])=[CH:22][N:21]=[C:20]([NH:26][CH:27]([CH3:30])[CH2:28][OH:29])[N:19]=3)[CH2:16][CH2:15]2)=[O:13])[CH2:9][OH:10])[CH:5]=[CH:6][CH:7]=1. (3) Given the reactants [Cl:1][C:2]1[CH:7]=[CH:6][C:5]([CH:8]2[CH:13]([CH2:14][CH2:15][CH3:16])[CH2:12][NH:11][CH2:10][CH:9]2[OH:17])=[CH:4][CH:3]=1.C(N(CC)CC)C.[C:25](O[C:25]([O:27][C:28]([CH3:31])([CH3:30])[CH3:29])=[O:26])([O:27][C:28]([CH3:31])([CH3:30])[CH3:29])=[O:26], predict the reaction product. The product is: [Cl:1][C:2]1[CH:7]=[CH:6][C:5]([CH:8]2[CH:13]([CH2:14][CH2:15][CH3:16])[CH2:12][N:11]([C:25]([O:27][C:28]([CH3:31])([CH3:30])[CH3:29])=[O:26])[CH2:10][CH:9]2[OH:17])=[CH:4][CH:3]=1. (4) Given the reactants [F:1][C:2]1[CH:7]=[C:6]([N+:8]([O-])=O)[CH:5]=[CH:4][C:3]=1[N:11]1[CH2:20][CH2:19][C:18]2[C:13](=[CH:14][CH:15]=[CH:16][CH:17]=2)[CH2:12]1, predict the reaction product. The product is: [CH2:12]1[C:13]2[C:18](=[CH:17][CH:16]=[CH:15][CH:14]=2)[CH2:19][CH2:20][N:11]1[C:3]1[CH:4]=[CH:5][C:6]([NH2:8])=[CH:7][C:2]=1[F:1].